Dataset: Reaction yield outcomes from USPTO patents with 853,638 reactions. Task: Predict the reaction yield, written as a fraction of the theoretical maximum amount of product (1.0 means a 100% yield; for example, 0.34 means a 34% yield). (1) The reactants are [OH:1][C:2]1[CH:3]=[C:4]([CH2:8][C@H:9]([OH:14])[C:10]([O:12][CH3:13])=[O:11])[CH:5]=[CH:6][CH:7]=1.C(N(CC)CC)C.[C:22](Cl)(=[O:27])[C:23]([CH3:26])([CH3:25])[CH3:24].Cl. The catalyst is C(OC)(C)(C)C. The product is [C:22]([O:1][C:2]1[CH:3]=[C:4]([CH2:8][C@H:9]([OH:14])[C:10]([O:12][CH3:13])=[O:11])[CH:5]=[CH:6][CH:7]=1)(=[O:27])[C:23]([CH3:26])([CH3:25])[CH3:24]. The yield is 0.860. (2) The reactants are BrCCBr.Cl[Si](C)(C)C.I[CH:11]1[CH2:14][N:13]([C:15]([O:17][C:18]([CH3:21])([CH3:20])[CH3:19])=[O:16])[CH2:12]1.Br[C:23]1[S:24][CH:25]=[C:26]([Br:28])[N:27]=1. The catalyst is O1CCCC1.[Zn].C1C=CC(P(C2C=CC=CC=2)C2C=CC=CC=2)=CC=1.C1C=CC(P(C2C=CC=CC=2)C2C=CC=CC=2)=CC=1.C1C=CC(P(C2C=CC=CC=2)C2C=CC=CC=2)=CC=1.C1C=CC(P(C2C=CC=CC=2)C2C=CC=CC=2)=CC=1.[Pd].O. The product is [Br:28][C:26]1[N:27]=[C:23]([CH:11]2[CH2:14][N:13]([C:15]([O:17][C:18]([CH3:21])([CH3:20])[CH3:19])=[O:16])[CH2:12]2)[S:24][CH:25]=1. The yield is 0.0800. (3) The catalyst is CO. The product is [NH2:18][C:17]1[C:9]2[C:10](=[N:11][C:12]([CH3:14])=[CH:13][C:8]=2[CH2:6][OH:5])[S:15][C:16]=1[C:19]([NH2:20])=[O:21]. The yield is 0.710. The reactants are [Li+].[BH4-].C([O:5][C:6]([C:8]1[C:9]2[C:17]([NH2:18])=[C:16]([C:19](=[O:21])[NH2:20])[S:15][C:10]=2[N:11]=[C:12]([CH3:14])[CH:13]=1)=O)C.C1COCC1. (4) The reactants are [CH3:1][Si:2]([CH3:28])([C:24]([CH3:27])([CH3:26])[CH3:25])[O:3][C@H:4]1[CH2:21][CH2:20][C@@:19]2([CH3:22])[C:6](=[CH:7][CH2:8][C@@H:9]3[C@@H:18]2[CH2:17][CH2:16][C@@:14]2([CH3:15])[C@H:10]3[CH2:11][CH2:12][C@@H:13]2[OH:23])[CH2:5]1.[C:42]1(P([C:42]2[CH:47]=[CH:46][CH:45]=[CH:44][CH:43]=2)[C:42]2[CH:47]=[CH:46][CH:45]=[CH:44][CH:43]=2)[CH:47]=[CH:46][CH:45]=[CH:44][CH:43]=1.C[CH2:49][O:50]C(/N=N/C(OCC)=O)=O. The catalyst is C1(C)C=CC=CC=1. The product is [CH3:28][Si:2]([CH3:1])([C:24]([CH3:27])([CH3:26])[CH3:25])[O:3][C@H:4]1[CH2:21][CH2:20][C@@:19]2([CH3:22])[C:6](=[CH:7][CH2:8][C@@H:9]3[C@@H:18]2[CH2:17][CH2:16][C@@:14]2([CH3:15])[C@H:10]3[CH2:11][CH2:12][C@H:13]2[O:23][C:49](=[O:50])[C:42]2[CH:43]=[CH:44][CH:45]=[CH:46][CH:47]=2)[CH2:5]1. The yield is 0.680. (5) The reactants are [I-].[Br:2][C:3]1[CH:29]=[CH:28][CH:27]=[CH:26][C:4]=1[CH2:5][CH2:6][P+](C1C=CC=CC=1)(C1C=CC=CC=1)C1C=CC=CC=1.[H-].[Na+].[CH2:32]([O:35][C:36]1([CH3:65])[CH2:41][CH2:40][N:39]([C:42]2[N:47]3[N:48]=[C:49]([CH:51]=O)[CH:50]=[C:46]3[N:45]=[C:44]([CH3:53])[C:43]=2[C@H:54]([O:60][C:61]([CH3:64])([CH3:63])[CH3:62])[C:55]([O:57][CH2:58][CH3:59])=[O:56])[CH2:38][CH2:37]1)[CH:33]=[CH2:34]. The catalyst is C1COCC1. The product is [CH2:32]([O:35][C:36]1([CH3:65])[CH2:37][CH2:38][N:39]([C:42]2[N:47]3[N:48]=[C:49]([CH:51]=[CH:6][CH2:5][C:4]4[CH:26]=[CH:27][CH:28]=[CH:29][C:3]=4[Br:2])[CH:50]=[C:46]3[N:45]=[C:44]([CH3:53])[C:43]=2[C@H:54]([O:60][C:61]([CH3:64])([CH3:63])[CH3:62])[C:55]([O:57][CH2:58][CH3:59])=[O:56])[CH2:40][CH2:41]1)[CH:33]=[CH2:34]. The yield is 0.570. (6) The reactants are [CH3:1][O:2][C:3]1[CH:4]=[C:5]2[C:10](=[CH:11][CH:12]=1)[CH2:9][CH:8]([NH2:13])[CH2:7][CH2:6]2.CCN(C(C)C)C(C)C.[C:23](Cl)(=[O:25])[CH3:24]. The catalyst is C(Cl)Cl. The product is [CH3:1][O:2][C:3]1[CH:4]=[C:5]2[C:10](=[CH:11][CH:12]=1)[CH2:9][CH:8]([NH:13][C:23](=[O:25])[CH3:24])[CH2:7][CH2:6]2. The yield is 0.500. (7) The reactants are [CH3:1][C:2]1[CH:11]=[CH:10][C:9]2[C:4](=[CH:5][CH:6]=[CH:7][C:8]=2[N:12]2[CH2:17][CH2:16][N:15]([CH2:18][CH2:19][C:20]3[CH:21]=[C:22]([CH:24]=[CH:25][CH:26]=3)[NH2:23])[CH2:14][CH2:13]2)[N:3]=1.[N:27]1[CH:32]=[CH:31][N:30]=[CH:29][C:28]=1[C:33](O)=[O:34]. No catalyst specified. The product is [CH3:1][C:2]1[CH:11]=[CH:10][C:9]2[C:4](=[CH:5][CH:6]=[CH:7][C:8]=2[N:12]2[CH2:13][CH2:14][N:15]([CH2:18][CH2:19][C:20]3[CH:21]=[C:22]([NH:23][C:33]([C:28]4[CH:29]=[N:30][CH:31]=[CH:32][N:27]=4)=[O:34])[CH:24]=[CH:25][CH:26]=3)[CH2:16][CH2:17]2)[N:3]=1. The yield is 0.890. (8) The reactants are Br[CH2:2][C:3]1[O:11][C:10]2[C:9]([C:12]3[CH:17]=[CH:16][N:15]=[C:14]([NH:18][C:19](=[O:21])[CH3:20])[CH:13]=3)=[CH:8][N:7]([CH3:22])[C:6](=[O:23])[C:5]=2[CH:4]=1.[NH:24]1[CH2:30][CH2:29][C:28](=[O:31])[NH:27][CH2:26][CH2:25]1.CCN(C(C)C)C(C)C. The catalyst is CN(C=O)C. The product is [CH3:22][N:7]1[CH:8]=[C:9]([C:12]2[CH:17]=[CH:16][N:15]=[C:14]([NH:18][C:19](=[O:21])[CH3:20])[CH:13]=2)[C:10]2[O:11][C:3]([CH2:2][N:24]3[CH2:30][CH2:29][C:28](=[O:31])[NH:27][CH2:26][CH2:25]3)=[CH:4][C:5]=2[C:6]1=[O:23]. The yield is 0.230. (9) The reactants are [NH2:1][C:2]1[CH:7]=[CH:6][C:5]([N:8]2[C:14](=[O:15])[CH2:13][C:12](=[O:16])[NH:11][C:10]3[C:17]4[C:22]([CH:23]=[CH:24][C:9]2=3)=[CH:21][CH:20]=[CH:19][CH:18]=4)=[CH:4][CH:3]=1.[Cl:25][C:26]1[CH:34]=[CH:33][CH:32]=[C:31]([O:35][CH3:36])[C:27]=1[C:28](Cl)=[O:29].O=C1CC(=O)N(C2C=CC(C(O)=O)=CC=2)C2C=CC3C(C=2N1)=CC=CC=3. The product is [Cl:25][C:26]1[C:27]([C:28]([NH:1][C:2]2[CH:7]=[CH:6][C:5]([N:8]3[C:14](=[O:15])[CH2:13][C:12](=[O:16])[NH:11][C:10]4[C:17]5[C:22]([CH:23]=[CH:24][C:9]3=4)=[CH:21][CH:20]=[CH:19][CH:18]=5)=[CH:4][CH:3]=2)=[O:29])=[C:31]([O:35][CH3:36])[CH:32]=[CH:33][CH:34]=1. No catalyst specified. The yield is 0.760.